This data is from Forward reaction prediction with 1.9M reactions from USPTO patents (1976-2016). The task is: Predict the product of the given reaction. (1) The product is: [F:13][C:4]1[C:5]2[O:9][C:8]([CH3:11])([CH3:10])[CH2:7][C:6]=2[CH:12]=[C:2]([B:19]([OH:24])[OH:20])[CH:3]=1. Given the reactants Br[C:2]1[CH:3]=[C:4]([F:13])[C:5]2[O:9][C:8]([CH3:11])([CH3:10])[CH2:7][C:6]=2[CH:12]=1.C([Li])CCC.[B:19](OC(C)C)([O:24]C(C)C)[O:20]C(C)C.Cl, predict the reaction product. (2) Given the reactants [F:1][C:2]1[CH:10]=[CH:9][C:5]([C:6]([OH:8])=O)=[CH:4][C:3]=1[O:11][CH3:12].C1N=CN(C(N2C=NC=C2)=O)C=1.[CH2:25]([O:27][C:28](=[O:33])[CH2:29]C(O)=O)[CH3:26].CCN(CC)CC.[Mg+2].[Cl-].[Cl-].[K], predict the reaction product. The product is: [F:1][C:2]1[CH:10]=[CH:9][C:5]([C:6](=[O:8])[CH2:29][C:28]([O:27][CH2:25][CH3:26])=[O:33])=[CH:4][C:3]=1[O:11][CH3:12]. (3) Given the reactants C([N:8]1[CH2:12][C@H:11]([N:13]2[CH2:18][CH2:17][CH2:16][CH2:15][C:14]2=[O:19])[C@@H:10]([NH:20][C:21](=[O:27])[O:22][C:23]([CH3:26])([CH3:25])[CH3:24])[CH2:9]1)C1C=CC=CC=1.C([O-])=O.[NH4+], predict the reaction product. The product is: [O:19]=[C:14]1[CH2:15][CH2:16][CH2:17][CH2:18][N:13]1[C@H:11]1[CH2:12][NH:8][CH2:9][C@@H:10]1[NH:20][C:21](=[O:27])[O:22][C:23]([CH3:25])([CH3:24])[CH3:26]. (4) Given the reactants Br[C:2]1[S:6][C:5]([NH:7][C:8](=[O:22])[N:9]([CH:16]2[CH2:21][CH2:20][CH2:19][CH2:18][CH2:17]2)[CH:10]2[CH2:15][CH2:14][S:13][CH2:12][CH2:11]2)=[N:4][CH:3]=1.[CH3:23][O:24][C:25](=[O:29])[CH2:26][CH2:27][SH:28], predict the reaction product. The product is: [CH3:23][O:24][C:25](=[O:29])[CH2:26][CH2:27][S:28][C:2]1[S:6][C:5]([NH:7][C:8]([N:9]([CH:16]2[CH2:21][CH2:20][CH2:19][CH2:18][CH2:17]2)[CH:10]2[CH2:15][CH2:14][S:13][CH2:12][CH2:11]2)=[O:22])=[N:4][CH:3]=1. (5) The product is: [Cl:1][C:2]1[CH:3]=[C:4]([OH:28])[CH:5]=[CH:6][C:7]=1[C:8]1[N:12]([CH3:29])[C:11]([C:13]23[CH2:18][CH2:17][C:16]([CH2:21][CH2:22][CH2:23][C:24](=[O:26])[CH3:25])([CH2:15][CH2:14]2)[CH2:19][CH2:20]3)=[N:10][N:9]=1. Given the reactants [Cl:1][C:2]1[CH:3]=[C:4]([OH:28])[CH:5]=[CH:6][C:7]=1[C:8]1[N:12]=[C:11]([C:13]23[CH2:20][CH2:19][C:16]([CH2:21][CH2:22][CH2:23][CH:24]([OH:26])[CH3:25])([CH2:17][CH2:18]2)[CH2:15][CH2:14]3)[N:10](C)[N:9]=1.[CH3:29][N+]1([O-])CCOCC1, predict the reaction product. (6) Given the reactants [CH3:1][C:2]1[N:6]([C:7]2[CH:12]=[CH:11][CH:10]=[CH:9][N:8]=2)[N:5]=[CH:4][C:3]=1[C:13](=O)[CH3:14].[CH3:16][C:17]1[N:18]=[C:19]([C:25]2S[CH:27]=[CH:28][CH:29]=2)S[C:21]=1[C:22](=O)[CH3:23].[NH3:30], predict the reaction product. The product is: [CH3:1][C:2]1[N:6]([C:7]2[CH:12]=[CH:11][CH:10]=[CH:9][N:8]=2)[N:5]=[CH:4][C:3]=1[C:13]1[CH:14]=[CH:13][C:3]2[C:2](=[CH:27][CH:28]=[C:29]([CH2:25][CH2:19][N:18]3[CH2:23][CH2:22][CH2:21][C@H:17]3[CH3:16])[CH:4]=2)[N:30]=1.